The task is: Predict the reaction yield, written as a fraction of the theoretical maximum amount of product (1.0 means a 100% yield; for example, 0.34 means a 34% yield).. This data is from Reaction yield outcomes from USPTO patents with 853,638 reactions. (1) The reactants are Cl.C(N=C=NCCCN(C)C)C.[C:13]1([CH2:19][C:20]([NH:22][C:23]2([C:29]([OH:31])=[O:30])[CH2:28][CH2:27][CH2:26][CH2:25][CH2:24]2)=O)[CH:18]=[CH:17][CH:16]=[CH:15][CH:14]=1. The catalyst is C(Cl)Cl. The product is [C:13]1([CH2:19][C:20]2[O:31][C:29](=[O:30])[C:23]3([CH2:24][CH2:25][CH2:26][CH2:27][CH2:28]3)[N:22]=2)[CH:14]=[CH:15][CH:16]=[CH:17][CH:18]=1. The yield is 0.860. (2) The reactants are [C:1]([C:3]1[CH:8]=[CH:7][CH:6]=[CH:5][C:4]=1[C:9]1[S:13][C:12]([C:14]([O:16][CH2:17][CH3:18])=[O:15])=[CH:11][CH:10]=1)#[N:2].[O:19](C(OC(C)(C)C)=O)[C:20]([O:22][C:23]([CH3:26])([CH3:25])[CH3:24])=O. The catalyst is CO.[Ni]. The product is [C:23]([O:22][C:20]([NH:2][CH2:1][C:3]1[CH:8]=[CH:7][CH:6]=[CH:5][C:4]=1[C:9]1[S:13][C:12]([C:14]([O:16][CH2:17][CH3:18])=[O:15])=[CH:11][CH:10]=1)=[O:19])([CH3:26])([CH3:25])[CH3:24]. The yield is 0.860. (3) The reactants are [F:1][C:2]1[CH:3]=[C:4]2[C:9](=[CH:10][N:11]=1)[N:8]=[CH:7][C:6]([C:12]#[N:13])=[C:5]2O.C(Cl)(=O)C([Cl:18])=O.CN(C)C=O.C(=O)([O-])[O-].[K+].[K+]. The catalyst is C(Cl)Cl. The product is [Cl:18][C:5]1[C:4]2[C:9](=[CH:10][N:11]=[C:2]([F:1])[CH:3]=2)[N:8]=[CH:7][C:6]=1[C:12]#[N:13]. The yield is 0.920. (4) The reactants are [F:1][C:2]1[CH:7]=[CH:6][CH:5]=[C:4]([F:8])[C:3]=1[C:9]1[S:10][C:11]([NH:41]C(=O)OC(C)(C)C)=[C:12]([C:14](=[O:40])[NH:15][C:16]2[CH:17]=[N:18][N:19]([CH3:39])[C:20]=2[N:21]2[CH2:27][CH2:26][CH:25]([O:28]CC3C=CC(OC)=CC=3)[CH:24]([OH:38])[CH2:23][CH2:22]2)[N:13]=1.[H][H].C(O)(C(F)(F)F)=O. The catalyst is CO.C(Cl)Cl.[Pd]. The product is [NH2:41][C:11]1[S:10][C:9]([C:3]2[C:2]([F:1])=[CH:7][CH:6]=[CH:5][C:4]=2[F:8])=[N:13][C:12]=1[C:14]([NH:15][C:16]1[CH:17]=[N:18][N:19]([CH3:39])[C:20]=1[N:21]1[CH2:22][CH2:23][C@@H:24]([OH:38])[C@H:25]([OH:28])[CH2:26][CH2:27]1)=[O:40]. The yield is 0.250. (5) The reactants are [C:1]1([C:7]2[N:12]=[N:11][C:10]([N:13]3[CH2:18][CH2:17][N:16]([C:19]4[N:24]=[CH:23][CH:22]=[CH:21][N:20]=4)[CH2:15][CH2:14]3)=[C:9](O)[CH:8]=2)[CH:6]=[CH:5][CH:4]=[CH:3][CH:2]=1.[OH-].[Na+].P(Cl)(Cl)([Cl:30])=O. No catalyst specified. The product is [Cl:30][C:9]1[CH:8]=[C:7]([C:1]2[CH:6]=[CH:5][CH:4]=[CH:3][CH:2]=2)[N:12]=[N:11][C:10]=1[N:13]1[CH2:18][CH2:17][N:16]([C:19]2[N:24]=[CH:23][CH:22]=[CH:21][N:20]=2)[CH2:15][CH2:14]1. The yield is 0.914. (6) The reactants are [CH:1]12[CH2:7][CH:4]([CH2:5][CH2:6]1)[CH:3]=[CH:2]2.[CH2:8]([O:12][CH2:13][CH2:14][CH:15]=[CH2:16])[CH2:9][CH2:10][CH3:11]. The catalyst is ClCCl. The product is [CH2:8]([O:12][CH2:13][CH2:14]/[CH:15]=[CH:16]\[CH:1]1[CH2:6][CH2:5][CH:4]([CH:3]=[CH2:2])[CH2:7]1)[CH2:9][CH2:10][CH3:11]. The yield is 0.660. (7) The reactants are [CH3:1][CH:2]([CH3:32])[CH2:3][CH2:4][N:5]([CH2:21][C:22]1[CH:31]=[CH:30][C:25]([C:26](OC)=[O:27])=[CH:24][CH:23]=1)[C:6]1[S:7][CH:8]=[C:9]([C:11]2[CH:16]=[CH:15][C:14]([C:17]([F:20])([F:19])[F:18])=[CH:13][CH:12]=2)[N:10]=1.C1(C)C=CC=CC=1.[H-].C([Al+]CC(C)C)C(C)C.O.O.O.O.O.O.O.O.O.O.[O-]S([O-])(=O)=O.[Na+].[Na+]. The catalyst is O1CCCC1. The product is [CH3:1][CH:2]([CH3:32])[CH2:3][CH2:4][N:5]([CH2:21][C:22]1[CH:23]=[CH:24][C:25]([CH2:26][OH:27])=[CH:30][CH:31]=1)[C:6]1[S:7][CH:8]=[C:9]([C:11]2[CH:12]=[CH:13][C:14]([C:17]([F:20])([F:19])[F:18])=[CH:15][CH:16]=2)[N:10]=1. The yield is 0.750. (8) The catalyst is CN(C=O)C.Cl[Pd](Cl)([P](C1C=CC=CC=1)(C1C=CC=CC=1)C1C=CC=CC=1)[P](C1C=CC=CC=1)(C1C=CC=CC=1)C1C=CC=CC=1. The product is [CH3:69][O:68][C:66]([C@@H:41]1[CH2:40][C@@H:39]2[CH2:65][N:42]1[C:43](=[O:64])[C@H:44]([CH:59]1[CH2:60][CH2:61][CH2:62][CH2:63]1)[NH:45][C:46](=[O:58])[O:47][C@@H:48]1[CH2:57][CH2:56][CH2:55][C@H:49]1[CH2:50][CH2:51][CH:52]=[CH:53][CH2:54][N:33]1[C:32](=[O:70])[C:31]3[CH:30]=[CH:29][C:28]([CH3:8])=[CH:37][C:36]=3[N:35]=[C:34]1[O:38]2)=[O:67]. The reactants are C[Sn](C)(C)C.[Cl-].[Li+].[C:8]1(P(C2C=CC=CC=2)C2C=CC=CC=2)C=CC=CC=1.Br[C:28]1[CH:29]=[CH:30][C:31]2[C:32](=[O:70])[N:33]3[CH2:54][CH:53]=[CH:52][CH2:51][CH2:50][C@@H:49]4[CH2:55][CH2:56][CH2:57][C@H:48]4[O:47][C:46](=[O:58])[NH:45][C@@H:44]([CH:59]4[CH2:63][CH2:62][CH2:61][CH2:60]4)[C:43](=[O:64])[N:42]4[CH2:65][C@@H:39]([CH2:40][C@H:41]4[C:66]([O:68][CH3:69])=[O:67])[O:38][C:34]3=[N:35][C:36]=2[CH:37]=1. The yield is 0.820. (9) The reactants are FC1C=CC=C([N+:8]([O-:10])=[O:9])C=1F.[NH:12]1[CH2:17][CH2:16][CH2:15][C@@H:14](NC(=O)OC(C)(C)C)[CH2:13]1. The catalyst is C(#N)C.C(N(CC)C(C)C)(C)C. The product is [N+:8]([N:12]1[CH2:17][CH2:16][CH2:15][CH2:14][CH2:13]1)([O-:10])=[O:9]. The yield is 0.720.